This data is from NCI-60 drug combinations with 297,098 pairs across 59 cell lines. The task is: Regression. Given two drug SMILES strings and cell line genomic features, predict the synergy score measuring deviation from expected non-interaction effect. (1) Drug 1: CC12CCC3C(C1CCC2O)C(CC4=C3C=CC(=C4)O)CCCCCCCCCS(=O)CCCC(C(F)(F)F)(F)F. Drug 2: CCC1(C2=C(COC1=O)C(=O)N3CC4=CC5=C(C=CC(=C5CN(C)C)O)N=C4C3=C2)O.Cl. Cell line: NCI/ADR-RES. Synergy scores: CSS=18.4, Synergy_ZIP=-5.79, Synergy_Bliss=1.66, Synergy_Loewe=-10.4, Synergy_HSA=1.54. (2) Drug 1: CCCCCOC(=O)NC1=NC(=O)N(C=C1F)C2C(C(C(O2)C)O)O. Drug 2: C1CNP(=O)(OC1)N(CCCl)CCCl. Cell line: KM12. Synergy scores: CSS=-2.13, Synergy_ZIP=2.63, Synergy_Bliss=6.56, Synergy_Loewe=-2.02, Synergy_HSA=-0.770. (3) Drug 1: C1=CN(C=N1)CC(O)(P(=O)(O)O)P(=O)(O)O. Drug 2: CCN(CC)CCCC(C)NC1=C2C=C(C=CC2=NC3=C1C=CC(=C3)Cl)OC. Cell line: MALME-3M. Synergy scores: CSS=13.3, Synergy_ZIP=-10.2, Synergy_Bliss=-13.1, Synergy_Loewe=-8.03, Synergy_HSA=-7.78. (4) Drug 1: CN1C2=C(C=C(C=C2)N(CCCl)CCCl)N=C1CCCC(=O)O.Cl. Drug 2: C1CCC(C(C1)N)N.C(=O)(C(=O)[O-])[O-].[Pt+4]. Cell line: UO-31. Synergy scores: CSS=17.5, Synergy_ZIP=-3.55, Synergy_Bliss=2.33, Synergy_Loewe=-8.27, Synergy_HSA=-0.118. (5) Drug 1: CC(C1=C(C=CC(=C1Cl)F)Cl)OC2=C(N=CC(=C2)C3=CN(N=C3)C4CCNCC4)N. Drug 2: C1=NC2=C(N1)C(=S)N=CN2. Cell line: UO-31. Synergy scores: CSS=29.8, Synergy_ZIP=-3.32, Synergy_Bliss=5.46, Synergy_Loewe=3.83, Synergy_HSA=3.89. (6) Drug 1: CC1=C2C(C(=O)C3(C(CC4C(C3C(C(C2(C)C)(CC1OC(=O)C(C(C5=CC=CC=C5)NC(=O)OC(C)(C)C)O)O)OC(=O)C6=CC=CC=C6)(CO4)OC(=O)C)O)C)O. Drug 2: CC(C)NC(=O)C1=CC=C(C=C1)CNNC.Cl. Cell line: LOX IMVI. Synergy scores: CSS=29.9, Synergy_ZIP=8.89, Synergy_Bliss=9.41, Synergy_Loewe=-24.5, Synergy_HSA=7.67. (7) Drug 1: C1=C(C(=O)NC(=O)N1)F. Drug 2: COCCOC1=C(C=C2C(=C1)C(=NC=N2)NC3=CC=CC(=C3)C#C)OCCOC.Cl. Cell line: BT-549. Synergy scores: CSS=32.6, Synergy_ZIP=-0.524, Synergy_Bliss=-2.40, Synergy_Loewe=-3.50, Synergy_HSA=-2.99. (8) Drug 1: CCC1=CC2CC(C3=C(CN(C2)C1)C4=CC=CC=C4N3)(C5=C(C=C6C(=C5)C78CCN9C7C(C=CC9)(C(C(C8N6C)(C(=O)OC)O)OC(=O)C)CC)OC)C(=O)OC.C(C(C(=O)O)O)(C(=O)O)O. Drug 2: CN(C(=O)NC(C=O)C(C(C(CO)O)O)O)N=O. Cell line: MDA-MB-231. Synergy scores: CSS=37.3, Synergy_ZIP=-9.96, Synergy_Bliss=-0.656, Synergy_Loewe=1.75, Synergy_HSA=2.29.